Dataset: Forward reaction prediction with 1.9M reactions from USPTO patents (1976-2016). Task: Predict the product of the given reaction. (1) Given the reactants [CH:1]1([N:6]2[C:14]3[C:9](=[CH:10][C:11]([F:16])=[C:12]([CH3:15])[CH:13]=3)[C:8]([C:17]([O:19][CH3:20])=[O:18])=[CH:7]2)[CH2:5][CH2:4][CH2:3][CH2:2]1.C([O:24][B:25](OC(C)C)[O:26]C(C)C)(C)C.[Li+].CC([N-]C(C)C)C, predict the reaction product. The product is: [CH:1]1([N:6]2[C:14]3[C:9](=[CH:10][C:11]([F:16])=[C:12]([CH3:15])[CH:13]=3)[C:8]([C:17]([O:19][CH3:20])=[O:18])=[C:7]2[B:25]([OH:26])[OH:24])[CH2:2][CH2:3][CH2:4][CH2:5]1. (2) Given the reactants [H-].[Na+].[OH:3][C:4]1([CH3:17])[CH2:9][CH2:8][N:7]([C:10]([O:12][C:13]([CH3:16])([CH3:15])[CH3:14])=[O:11])[CH2:6][CH2:5]1.[CH3:18]I, predict the reaction product. The product is: [CH3:18][O:3][C:4]1([CH3:17])[CH2:5][CH2:6][N:7]([C:10]([O:12][C:13]([CH3:16])([CH3:15])[CH3:14])=[O:11])[CH2:8][CH2:9]1. (3) Given the reactants [C:1]([Si:5]([CH3:17])([CH3:16])[N:6]1[C:14]2[C:9](=[CH:10][C:11]([F:15])=[CH:12][CH:13]=2)[CH:8]=[CH:7]1)([CH3:4])([CH3:3])[CH3:2].CN(C)CCN(C)C.[B:26](OC(C)C)([O:31]C(C)C)[O:27]C(C)C.Cl, predict the reaction product. The product is: [C:1]([Si:5]([CH3:17])([CH3:16])[N:6]1[C:14]2[C:9](=[C:10]([B:26]([OH:31])[OH:27])[C:11]([F:15])=[CH:12][CH:13]=2)[CH:8]=[CH:7]1)([CH3:4])([CH3:3])[CH3:2]. (4) Given the reactants [I:1][C:2]1[CH:7]=[CH:6][C:5]([NH:8][C:9]2[N:14]=[CH:13][CH:12]=[CH:11][N:10]=2)=[CH:4][CH:3]=1.[CH2:15](Br)[CH2:16][CH3:17].[H-].[Na+], predict the reaction product. The product is: [I:1][C:2]1[CH:3]=[CH:4][C:5]([N:8]([CH2:15][CH2:16][CH3:17])[C:9]2[N:10]=[CH:11][CH:12]=[CH:13][N:14]=2)=[CH:6][CH:7]=1.